From a dataset of Catalyst prediction with 721,799 reactions and 888 catalyst types from USPTO. Predict which catalyst facilitates the given reaction. (1) Reactant: [OH-].[Na+].[CH3:3][C:4]1[CH:14]=[CH:13][C:7]([CH:8]=[CH:9][C:10]([OH:12])=[O:11])=[CH:6][CH:5]=1.[Cl-].[Zn+2:16].[Cl-]. Product: [CH3:3][C:4]1[CH:14]=[CH:13][C:7]([CH:8]=[CH:9][C:10]([O-:12])=[O:11])=[CH:6][CH:5]=1.[Zn+2:16].[CH3:3][C:4]1[CH:14]=[CH:13][C:7]([CH:8]=[CH:9][C:10]([O-:12])=[O:11])=[CH:6][CH:5]=1. The catalyst class is: 6. (2) Reactant: C(OC([NH:8][CH2:9][CH2:10][N:11]1[CH2:16][CH:15]([O:17][C:18]2[CH:23]=[CH:22][C:21]([Cl:24])=[C:20]([Cl:25])[CH:19]=2)[C:14]2[CH:26]=[CH:27][O:28][C:13]=2[CH2:12]1)=O)(C)(C)C.[ClH:29].C(OCC)(=O)C. Product: [ClH:24].[ClH:29].[NH2:8][CH2:9][CH2:10][N:11]1[CH2:16][CH:15]([O:17][C:18]2[CH:23]=[CH:22][C:21]([Cl:24])=[C:20]([Cl:25])[CH:19]=2)[C:14]2[CH:26]=[CH:27][O:28][C:13]=2[CH2:12]1. The catalyst class is: 5. (3) Reactant: [F:1][C:2]([F:7])([F:6])[C:3](O)=O.[CH3:8][C:9]1[CH:10]=[CH:11][C:12]([C:15]2[CH:16]=[C:17]([CH:21]=[C:22]([C:24]3[CH2:28][C@H:27]([C:29]4[CH:34]=[CH:33][CH:32]=[CH:31][N:30]=4)[O:26][N:25]=3)[CH:23]=2)[C:18](O)=[O:19])=[N:13][CH:14]=1.Cl.FC(F)(F)C1[N:43]=[CH:42][C:41]([C@H:44]([NH2:46])[CH3:45])=[CH:40][CH:39]=1.C(Cl)CCl.C1C=NC2N(O)N=NC=2C=1.C(N(CC)CC)C.C(=O)(O)[O-].[Na+]. Product: [CH3:8][C:9]1[CH:10]=[CH:11][C:12]([C:15]2[CH:16]=[C:17]([CH:21]=[C:22]([C:24]3[CH2:28][C@H:27]([C:29]4[CH:34]=[CH:33][CH:32]=[CH:31][N:30]=4)[O:26][N:25]=3)[CH:23]=2)[C:18]([NH:46][C@@H:44]([C:41]2[CH:42]=[N:43][C:3]([C:2]([F:7])([F:6])[F:1])=[CH:39][CH:40]=2)[CH3:45])=[O:19])=[N:13][CH:14]=1. The catalyst class is: 9. (4) Reactant: [F:1][C:2]1[CH:7]=[CH:6][C:5]([CH:8]([C:12]2[CH:17]=[C:16]([O:18][C:19]([F:24])([F:23])[CH:20]([F:22])[F:21])[CH:15]=[C:14]([F:25])[CH:13]=2)[NH:9][CH:10]=O)=[CH:4][C:3]=1[O:26][CH:27]([CH3:29])[CH3:28].CCN(CC)CC.P(Cl)(Cl)(Cl)=O. Product: [F:1][C:2]1[CH:7]=[CH:6][C:5]([CH:8]([C:12]2[CH:17]=[C:16]([O:18][C:19]([F:23])([F:24])[CH:20]([F:22])[F:21])[CH:15]=[C:14]([F:25])[CH:13]=2)[N+:9]#[C-:10])=[CH:4][C:3]=1[O:26][CH:27]([CH3:29])[CH3:28]. The catalyst class is: 1. (5) Product: [CH3:19][N:20]([CH2:2][C:3]1[N:4]=[C:5]([C:13]2[CH:18]=[CH:17][CH:16]=[CH:15][CH:14]=2)[S:6][C:7]=1[C:8]([O:10][CH2:11][CH3:12])=[O:9])[CH3:21]. Reactant: Br[CH2:2][C:3]1[N:4]=[C:5]([C:13]2[CH:18]=[CH:17][CH:16]=[CH:15][CH:14]=2)[S:6][C:7]=1[C:8]([O:10][CH2:11][CH3:12])=[O:9].[CH3:19][NH:20][CH3:21]. The catalyst class is: 7. (6) Reactant: [OH:1][C:2]1[CH:3]=[C:4]([C:8]2[CH:13]=[CH:12][C:11]([CH2:14][NH:15][C:16](=[O:22])[O:17][C:18]([CH3:21])([CH3:20])[CH3:19])=[CH:10][CH:9]=2)[CH:5]=[CH:6][CH:7]=1.C(=O)([O-])[O-].[K+].[K+].Br[CH2:30][CH2:31][CH3:32]. Product: [CH2:30]([O:1][C:2]1[CH:3]=[C:4]([C:8]2[CH:13]=[CH:12][C:11]([CH2:14][NH:15][C:16](=[O:22])[O:17][C:18]([CH3:19])([CH3:21])[CH3:20])=[CH:10][CH:9]=2)[CH:5]=[CH:6][CH:7]=1)[CH2:31][CH3:32]. The catalyst class is: 9. (7) Reactant: [NH2:1][C:2]1[CH:7]=[CH:6][C:5]([OH:8])=[CH:4][C:3]=1[N:9]([CH3:17])[C:10](=[O:16])[O:11][C:12]([CH3:15])([CH3:14])[CH3:13].[C:18]([CH2:21][O:22][C:23]1[CH:36]=[CH:35][C:26]([CH2:27][CH:28]2[S:32][C:31](=[O:33])[NH:30][C:29]2=[O:34])=[CH:25][CH:24]=1)(O)=[O:19]. Product: [OH:8][C:5]1[CH:6]=[CH:7][C:2]([NH:1][C:18]([CH2:21][O:22][C:23]2[CH:36]=[CH:35][C:26]([CH2:27][CH:28]3[S:32][C:31](=[O:33])[NH:30][C:29]3=[O:34])=[CH:25][CH:24]=2)=[O:19])=[C:3]([N:9]([CH3:17])[C:10](=[O:16])[O:11][C:12]([CH3:13])([CH3:14])[CH3:15])[CH:4]=1. The catalyst class is: 7.